This data is from Reaction yield outcomes from USPTO patents with 853,638 reactions. The task is: Predict the reaction yield, written as a fraction of the theoretical maximum amount of product (1.0 means a 100% yield; for example, 0.34 means a 34% yield). The reactants are [NH:1]1[CH2:6][CH2:5][NH:4][CH2:3][CH:2]1[C:7]([O:9][CH2:10][CH3:11])=[O:8].[Cl:12][C:13]1[CH:14]=[C:15]([N:20]=[C:21]=[O:22])[CH:16]=[C:17]([Cl:19])[CH:18]=1. The catalyst is C(Cl)(Cl)Cl. The product is [Cl:12][C:13]1[CH:14]=[C:15]([CH:16]=[C:17]([Cl:19])[CH:18]=1)[NH:20][C:21]([N:4]1[CH2:5][CH2:6][NH:1][CH:2]([C:7]([O:9][CH2:10][CH3:11])=[O:8])[CH2:3]1)=[O:22]. The yield is 0.270.